This data is from Forward reaction prediction with 1.9M reactions from USPTO patents (1976-2016). The task is: Predict the product of the given reaction. Given the reactants [NH2:1][C:2]1[CH:3]=[C:4]([CH:16]=[CH:17][CH:18]=1)[O:5][C:6]1[CH:11]=[CH:10][N:9]=[C:8]2[NH:12][C:13](=[O:15])[NH:14][C:7]=12.[C:19]([C:24]1[CH:25]=[C:26]([CH:30]=[CH:31][CH:32]=1)[C:27](O)=[O:28])([CH2:22][CH3:23])([CH3:21])[CH3:20], predict the reaction product. The product is: [O:15]=[C:13]1[NH:12][C:8]2=[N:9][CH:10]=[CH:11][C:6]([O:5][C:4]3[CH:3]=[C:2]([NH:1][C:27](=[O:28])[C:26]4[CH:30]=[CH:31][CH:32]=[C:24]([C:19]([CH2:22][CH3:23])([CH3:20])[CH3:21])[CH:25]=4)[CH:18]=[CH:17][CH:16]=3)=[C:7]2[NH:14]1.